From a dataset of Forward reaction prediction with 1.9M reactions from USPTO patents (1976-2016). Predict the product of the given reaction. (1) Given the reactants [CH2:1]([O:3][CH:4]([O:15][CH2:16][CH3:17])[CH2:5][NH:6][C:7]([C:9]1[S:10][C:11](Cl)=[CH:12][CH:13]=1)=[O:8])[CH3:2].[Cl:18][C:19]1[CH:24]=[CH:23][C:22](B(O)O)=[CH:21][CH:20]=1.C(=O)([O-])[O-].[K+].[K+], predict the reaction product. The product is: [CH2:1]([O:3][CH:4]([O:15][CH2:16][CH3:17])[CH2:5][NH:6][C:7]([C:9]1[S:10][C:11]([C:22]2[CH:23]=[CH:24][C:19]([Cl:18])=[CH:20][CH:21]=2)=[CH:12][CH:13]=1)=[O:8])[CH3:2]. (2) Given the reactants [H-].[Na+].[CH3:3][O:4][CH2:5][CH2:6][OH:7].F[C:9]1[CH:16]=[C:15]([O:17][CH3:18])[CH:14]=[C:13]([F:19])[C:10]=1[C:11]#[N:12].O, predict the reaction product. The product is: [F:19][C:13]1[CH:14]=[C:15]([O:17][CH3:18])[CH:16]=[C:9]([O:7][CH2:6][CH2:5][O:4][CH3:3])[C:10]=1[C:11]#[N:12]. (3) Given the reactants [CH3:1][C:2]12[CH2:12][CH:6]3[CH2:7][C:8]([CH3:11])([CH2:10][C:4]([C:13](O)=O)([CH2:5]3)[CH2:3]1)[CH2:9]2.CS(Cl)(=O)=O.[NH3:21].Cl, predict the reaction product. The product is: [CH3:1][C:2]12[CH2:12][CH:6]3[CH2:7][C:8]([CH3:11])([CH2:10][C:4]([C:13]#[N:21])([CH2:5]3)[CH2:3]1)[CH2:9]2. (4) The product is: [CH2:24]([CH:21]1[CH2:22][CH2:23][N:18]([C:16]([O:15][C:11]([CH3:14])([CH3:13])[CH3:12])=[O:17])[CH2:19][CH2:20]1)[CH:25]=[CH2:1]. Given the reactants [CH3:1][Si](C)(C)[N-][Si](C)(C)C.[K+].[C:11]([O:15][C:16]([N:18]1[CH2:23][CH2:22][CH:21]([CH2:24][CH:25]=O)[CH2:20][CH2:19]1)=[O:17])([CH3:14])([CH3:13])[CH3:12], predict the reaction product. (5) The product is: [F:1][C:2]1[CH:7]=[CH:6][C:5]([CH:8]2[C:16]3[C:11](=[CH:12][C:13]([CH:17]=[N:27][OH:28])=[CH:14][CH:15]=3)[CH2:10][O:9]2)=[CH:4][CH:3]=1. Given the reactants [F:1][C:2]1[CH:7]=[CH:6][C:5]([CH:8]2[C:16]3[C:11](=[CH:12][C:13]([CH:17]=O)=[CH:14][CH:15]=3)[CH2:10][O:9]2)=[CH:4][CH:3]=1.C(N(CC)CC)C.Cl.[NH2:27][OH:28].O, predict the reaction product. (6) Given the reactants [CH:1]1([C:4]2[CH:9]=[CH:8][C:7](/[C:10](/[C:26]3[CH:31]=[CH:30][C:29]([C:32]#[C:33][CH2:34][N:35]4[CH2:40]COC[CH2:36]4)=[CH:28][CH:27]=3)=[CH:11]/[CH2:12][O:13][C:14]3[CH:24]=[CH:23][C:17]([O:18][CH2:19][C:20]([OH:22])=[O:21])=[C:16]([CH3:25])[CH:15]=3)=[CH:6][CH:5]=2)[CH2:3][CH2:2]1.[CH3:41]N(CC#C)C.C(NC(C)C)(C)C, predict the reaction product. The product is: [CH:1]1([C:4]2[CH:9]=[CH:8][C:7](/[C:10](/[C:26]3[CH:31]=[CH:30][C:29]([C:32]#[C:33][CH2:34][N:35]([CH3:36])[CH3:40])=[CH:28][CH:27]=3)=[CH:11]/[CH2:12][O:13][C:14]3[CH:24]=[CH:23][C:17]([O:18][CH2:19][C:20]([O:22][CH3:41])=[O:21])=[C:16]([CH3:25])[CH:15]=3)=[CH:6][CH:5]=2)[CH2:2][CH2:3]1.